Dataset: Forward reaction prediction with 1.9M reactions from USPTO patents (1976-2016). Task: Predict the product of the given reaction. (1) Given the reactants [NH2:1][C:2]1[N:7]2[N:8]=[CH:9][C:10]([C:11]3[CH:12]=[N:13][C:14]4[C:19]([CH:20]=3)=[CH:18][CH:17]=[CH:16][CH:15]=4)=[C:6]2[N:5]=[C:4]([C:21]2[CH2:26][CH2:25][N:24]([C:27]([C:29]3[S:30][CH:31]=[CH:32][CH:33]=3)=[O:28])[CH2:23][CH:22]=2)[C:3]=1Br.[Cl:35]C1C(C2CCNCC=2)=NC2N(N=CC=2C2C=NC3C(C=2)=CC=CC=3)C=1N.BrC1C(C2CCNCC=2)=NC2N(N=CC=2C2C=NC3C(C=2)=CC=CC=3)C=1N, predict the reaction product. The product is: [NH2:1][C:2]1[N:7]2[N:8]=[CH:9][C:10]([C:11]3[CH:12]=[N:13][C:14]4[C:19]([CH:20]=3)=[CH:18][CH:17]=[CH:16][CH:15]=4)=[C:6]2[N:5]=[C:4]([C:21]2[CH2:26][CH2:25][N:24]([C:27]([C:29]3[S:30][CH:31]=[CH:32][CH:33]=3)=[O:28])[CH2:23][CH:22]=2)[C:3]=1[Cl:35]. (2) Given the reactants CC1C=CC(S(O[CH2:12][C@H:13]2[CH2:22][CH2:21][C:20]3[C:15](=[C:16]([C:23]4[CH:28]=[CH:27][CH:26]=[CH:25][C:24]=4[Cl:29])[CH:17]=[CH:18][CH:19]=3)[O:14]2)(=O)=O)=CC=1.[N-:30]=[N+:31]=[N-:32].[Na+], predict the reaction product. The product is: [Cl:29][C:24]1[CH:25]=[CH:26][CH:27]=[CH:28][C:23]=1[C:16]1[CH:17]=[CH:18][CH:19]=[C:20]2[C:15]=1[O:14][C@@H:13]([CH2:12][N:30]=[N+:31]=[N-:32])[CH2:22][CH2:21]2. (3) Given the reactants [Br:1][C:2]1[CH:7]=[CH:6][C:5]([C:8]2[N:12]([CH:13]3[CH2:17][CH2:16][O:15][CH2:14]3)[N:11]=[CH:10][C:9]=2[C:18]([OH:20])=O)=[C:4]([Cl:21])[CH:3]=1.C1N=CN(C(N2C=NC=C2)=O)C=1.[CH3:34][O:35][C:36]1[CH:43]=[C:42]([O:44][CH3:45])[CH:41]=[CH:40][C:37]=1[CH2:38][NH2:39].C(=O)(O)[O-].[Na+], predict the reaction product. The product is: [Br:1][C:2]1[CH:7]=[CH:6][C:5]([C:8]2[N:12]([CH:13]3[CH2:17][CH2:16][O:15][CH2:14]3)[N:11]=[CH:10][C:9]=2[C:18]([NH:39][CH2:38][C:37]2[CH:40]=[CH:41][C:42]([O:44][CH3:45])=[CH:43][C:36]=2[O:35][CH3:34])=[O:20])=[C:4]([Cl:21])[CH:3]=1. (4) Given the reactants C([C:3]1[CH:8]=[CH:7][C:6]([C:9](N)=[O:10])=[C:5]([N:12]2[CH2:19][CH:18]3[CH:14]([CH2:15][N:16]([CH2:20][C:21]4[CH:30]=[CH:29][C:28]5[C:23](=[CH:24][CH:25]=[CH:26][CH:27]=5)[CH:22]=4)[CH2:17]3)[CH2:13]2)[N:4]=1)C.[OH-:31].[Na+].Cl, predict the reaction product. The product is: [CH:22]1[C:23]2[C:28](=[CH:27][CH:26]=[CH:25][CH:24]=2)[CH:29]=[CH:30][C:21]=1[CH2:20][N:16]1[CH2:17][CH:18]2[CH2:19][N:12]([C:5]3[N:4]=[CH:3][CH:8]=[CH:7][C:6]=3[C:9]([OH:10])=[O:31])[CH2:13][CH:14]2[CH2:15]1. (5) Given the reactants [CH3:1][O:2][C:3]1[CH:4]=[C:5]([C:11]2[C:16]([C:17]3[C:22]([F:23])=[CH:21][C:20]([F:24])=[CH:19][C:18]=3[F:25])=[C:15]([CH3:26])[N:14]=[N:13][C:12]=2[C:27]2[CH:32]=[CH:31][CH:30]=[CH:29][C:28]=2[F:33])[CH:6]=[C:7]([O:9][CH3:10])[CH:8]=1.[Cl:34]N1C(=O)CCC1=O.N(C(C)(C)C#N)=NC(C)(C)C#N, predict the reaction product. The product is: [Cl:34][C:4]1[C:3]([O:2][CH3:1])=[CH:8][C:7]([O:9][CH3:10])=[CH:6][C:5]=1[C:11]1[C:16]([C:17]2[C:18]([F:25])=[CH:19][C:20]([F:24])=[CH:21][C:22]=2[F:23])=[C:15]([CH3:26])[N:14]=[N:13][C:12]=1[C:27]1[CH:32]=[CH:31][CH:30]=[CH:29][C:28]=1[F:33]. (6) Given the reactants [F:1][C:2]1[CH:32]=[CH:31][C:5]([CH2:6][NH:7][C:8]([C:10]2[N:15]=[C:14]([CH3:16])[N:13]=[C:12]([C:17]3[CH2:21][CH:20]([C:22]4[CH:30]=[CH:29][C:25]([C:26]([OH:28])=O)=[CH:24][CH:23]=4)[O:19][N:18]=3)[CH:11]=2)=[O:9])=[CH:4][C:3]=1[O:33][CH3:34].C[N:36](C(ON1N=NC2C=CC=NC1=2)=[N+](C)C)C.F[P-](F)(F)(F)(F)F.CCN(C(C)C)C(C)C.N, predict the reaction product. The product is: [C:26]([C:25]1[CH:29]=[CH:30][C:22]([CH:20]2[O:19][N:18]=[C:17]([C:12]3[N:13]=[C:14]([CH3:16])[N:15]=[C:10]([C:8]([NH:7][CH2:6][C:5]4[CH:31]=[CH:32][C:2]([F:1])=[C:3]([O:33][CH3:34])[CH:4]=4)=[O:9])[CH:11]=3)[CH2:21]2)=[CH:23][CH:24]=1)(=[O:28])[NH2:36].